Dataset: Catalyst prediction with 721,799 reactions and 888 catalyst types from USPTO. Task: Predict which catalyst facilitates the given reaction. Reactant: Br[C:2]1[CH:3]=[C:4]([O:18][CH3:19])[CH:5]=[C:6]2[C:11]=1[O:10][C:9]([C:12]([O:14][CH2:15][CH3:16])=[O:13])=[CH:8][C:7]2=[O:17].C1(P(C2C=CC=CC=2)C2C=CC3C(=CC=CC=3)C=2C2C3C(=CC=CC=3)C=CC=2P(C2C=CC=CC=2)C2C=CC=CC=2)C=CC=CC=1.[N+](C1C=CC([N:75]2[CH2:80][CH2:79][N:78]([C:81](=O)[CH3:82])[CH2:77][CH2:76]2)=CC=1)([O-])=O.CN1CCCNCC1.C(=O)([O-])[O-].[Cs+].[Cs+]. Product: [CH2:15]([O:14][C:12]([C:9]1[O:10][C:11]2[C:6]([C:7](=[O:17])[CH:8]=1)=[CH:5][C:4]([O:18][CH3:19])=[CH:3][C:2]=2[N:75]1[CH2:76][CH2:82][CH2:81][N:78]([CH3:77])[CH2:79][CH2:80]1)=[O:13])[CH3:16]. The catalyst class is: 11.